From a dataset of Catalyst prediction with 721,799 reactions and 888 catalyst types from USPTO. Predict which catalyst facilitates the given reaction. Reactant: O=C1CCC(=O)N1[O:8][C:9](=O)[CH2:10][C:11]#[N:12].C(N(CC)CC)C.[F:21][C:22]1[CH:23]=[CH:24][C:25]2[N:26]([C:28]([C:31]3[N:36]=[C:35]([N:37]4[CH2:42][CH2:41][N:40]([C:43]([O:45][CH2:46][C:47]5[CH:52]=[CH:51][CH:50]=[CH:49][CH:48]=5)=[O:44])[CH2:39][CH2:38]4)[CH:34]=[C:33]([NH:53][C@@H:54]4[CH2:59][CH2:58][CH2:57][NH:56][CH2:55]4)[N:32]=3)=[CH:29][N:30]=2)[CH:27]=1. Product: [C:11]([CH2:10][C:9]([N:56]1[CH2:57][CH2:58][CH2:59][C@@H:54]([NH:53][C:33]2[N:32]=[C:31]([C:28]3[N:26]4[CH:27]=[C:22]([F:21])[CH:23]=[CH:24][C:25]4=[N:30][CH:29]=3)[N:36]=[C:35]([N:37]3[CH2:38][CH2:39][N:40]([C:43]([O:45][CH2:46][C:47]4[CH:52]=[CH:51][CH:50]=[CH:49][CH:48]=4)=[O:44])[CH2:41][CH2:42]3)[CH:34]=2)[CH2:55]1)=[O:8])#[N:12]. The catalyst class is: 2.